From a dataset of Forward reaction prediction with 1.9M reactions from USPTO patents (1976-2016). Predict the product of the given reaction. (1) Given the reactants C[O:2][C:3](=[O:27])[CH2:4][C@H:5]([CH3:26])[CH2:6][C:7]([C:9]1[C:17]2[C:12](=[CH:13][CH:14]=[C:15]([Cl:18])[CH:16]=2)[N:11]([CH3:19])[C:10]=1[CH2:20][CH2:21][CH2:22][CH2:23][CH2:24][CH3:25])=[O:8].O.[OH-].[Li+], predict the reaction product. The product is: [Cl:18][C:15]1[CH:16]=[C:17]2[C:12](=[CH:13][CH:14]=1)[N:11]([CH3:19])[C:10]([CH2:20][CH2:21][CH2:22][CH2:23][CH2:24][CH3:25])=[C:9]2[C:7](=[O:8])[CH2:6][C@@H:5]([CH3:26])[CH2:4][C:3]([OH:27])=[O:2]. (2) Given the reactants [CH:1]1([CH2:7][NH:8][C:9]([C@H:11]([NH:15][C:16]2[C:26]([F:27])=[CH:25][C:19]([C:20]([O:22]CC)=[O:21])=[CH:18][N:17]=2)[CH:12]([CH3:14])[CH3:13])=[O:10])[CH2:6][CH2:5][CH2:4][CH2:3][CH2:2]1.[OH-].[Na+], predict the reaction product. The product is: [CH:1]1([CH2:7][NH:8][C:9]([C@H:11]([NH:15][C:16]2[C:26]([F:27])=[CH:25][C:19]([C:20]([OH:22])=[O:21])=[CH:18][N:17]=2)[CH:12]([CH3:13])[CH3:14])=[O:10])[CH2:6][CH2:5][CH2:4][CH2:3][CH2:2]1. (3) Given the reactants [CH3:1][CH:2]([CH3:15])[CH2:3][C@H:4]([NH:7][C:8](=[O:14])[O:9][C:10]([CH3:13])([CH3:12])[CH3:11])[CH:5]=[O:6].[CH3:16][Mg]Br, predict the reaction product. The product is: [OH:6][CH:5]([C@@H:4]([NH:7][C:8](=[O:14])[O:9][C:10]([CH3:13])([CH3:12])[CH3:11])[CH2:3][CH:2]([CH3:15])[CH3:1])[CH3:16]. (4) Given the reactants [F:1][C:2]1([F:30])[CH2:7][CH2:6][C:5]([CH2:9][NH:10][C:11]([C:13]2[C:14]3[CH:15]=[CH:16][C:17]([CH:24]4[CH2:28][CH2:27][C:26](=O)[CH2:25]4)=[N:18][C:19]=3[CH:20]=[CH:21][C:22]=2[Cl:23])=[O:12])([OH:8])[CH2:4][CH2:3]1.Cl.[NH:32]1[CH2:35][CH2:34][CH2:33]1, predict the reaction product. The product is: [F:1][C:2]1([F:30])[CH2:3][CH2:4][C:5]([CH2:9][NH:10][C:11]([C:13]2[C:14]3[CH:15]=[CH:16][C:17]([CH:24]4[CH2:28][CH2:27][CH:26]([N:32]5[CH2:35][CH2:34][CH2:33]5)[CH2:25]4)=[N:18][C:19]=3[CH:20]=[CH:21][C:22]=2[Cl:23])=[O:12])([OH:8])[CH2:6][CH2:7]1. (5) Given the reactants [CH:1](O)([C:8]1[CH:13]=[CH:12][CH:11]=[CH:10][CH:9]=1)[C:2]1[CH:7]=[CH:6][CH:5]=[CH:4][CH:3]=1.[C:15]([OH:19])(=[O:18])[CH2:16][SH:17], predict the reaction product. The product is: [CH:1]([S:17][CH2:16][C:15]([OH:19])=[O:18])([C:8]1[CH:13]=[CH:12][CH:11]=[CH:10][CH:9]=1)[C:2]1[CH:7]=[CH:6][CH:5]=[CH:4][CH:3]=1. (6) Given the reactants [NH2:1][C:2]1[CH:3]=[C:4]([OH:8])[CH:5]=[CH:6][CH:7]=1.[Br:9][C:10]1[C:11]([NH:17][CH2:18][CH2:19][CH2:20][CH2:21][OH:22])=[N:12][C:13](Cl)=[N:14][CH:15]=1.Cl, predict the reaction product. The product is: [Br:9][C:10]1[C:11]([NH:17][CH2:18][CH2:19][CH2:20][CH2:21][OH:22])=[N:12][C:13]([NH:1][C:2]2[CH:3]=[C:4]([OH:8])[CH:5]=[CH:6][CH:7]=2)=[N:14][CH:15]=1.